Dataset: Full USPTO retrosynthesis dataset with 1.9M reactions from patents (1976-2016). Task: Predict the reactants needed to synthesize the given product. Given the product [C:1]([O:5][C:6]([N:8]1[CH2:13][CH2:12][N:11]([C:14]([C:16]2[N:17]=[C:18]([CH3:28])[S:19][C:20]=2[C:21]2[CH:26]=[CH:25][C:24]([F:27])=[CH:23][CH:22]=2)=[O:15])[CH:10]([CH2:29][C:30]2[O:32][CH:33]=[C:34]([C:36]3[CH:37]=[CH:38][C:39]([F:42])=[CH:40][CH:41]=3)[N:44]=2)[CH2:9]1)=[O:7])([CH3:3])([CH3:2])[CH3:4], predict the reactants needed to synthesize it. The reactants are: [C:1]([O:5][C:6]([N:8]1[CH2:13][CH2:12][N:11]([C:14]([C:16]2[N:17]=[C:18]([CH3:28])[S:19][C:20]=2[C:21]2[CH:26]=[CH:25][C:24]([F:27])=[CH:23][CH:22]=2)=[O:15])[CH:10]([CH2:29][C:30]([O:32][CH2:33][C:34]([C:36]2[CH:41]=[CH:40][C:39]([F:42])=[CH:38][CH:37]=2)=O)=O)[CH2:9]1)=[O:7])([CH3:4])([CH3:3])[CH3:2].C(=O)(OC(C)(C)C)[NH2:44].